This data is from Forward reaction prediction with 1.9M reactions from USPTO patents (1976-2016). The task is: Predict the product of the given reaction. (1) Given the reactants [O:1]=[C:2]1[C:14]2[C:13]([C:15]([NH:17][C:18]3[CH:23]=[CH:22][CH:21]=[CH:20][C:19]=3[CH3:24])=[O:16])=[CH:12][CH:11]=[CH:10][C:9]=2[C:8]2[C:3]1=[CH:4][CH:5]=[CH:6][CH:7]=2.[Br:25]N1C(=O)CCC1=O.CC(N=NC(C#N)(C)C)(C#N)C.BrBr, predict the reaction product. The product is: [Br:25][CH2:24][C:19]1[CH:20]=[CH:21][CH:22]=[CH:23][C:18]=1[NH:17][C:15]([C:13]1[C:14]2[C:2](=[O:1])[C:3]3[C:8](=[CH:7][CH:6]=[CH:5][CH:4]=3)[C:9]=2[CH:10]=[CH:11][CH:12]=1)=[O:16]. (2) The product is: [N:10](=[C:4]([C:3]1[N:21]=[C:13]([C:14]2[CH:19]=[CH:18][CH:17]=[CH:16][CH:15]=2)[S:20][CH:2]=1)[C:5]([O:7][CH2:8][CH3:9])=[O:6])[OH:11]. Given the reactants Cl[CH2:2][C:3](=O)[C:4](=[N:10][OH:11])[C:5]([O:7][CH2:8][CH3:9])=[O:6].[C:13]([NH2:21])(=[S:20])[C:14]1[CH:19]=[CH:18][CH:17]=[CH:16][CH:15]=1, predict the reaction product. (3) Given the reactants [CH3:1][CH:2]([Si:4]([CH:16]([CH3:18])[CH3:17])([O:8][C:9]1[CH:10]=[C:11]([OH:15])[CH:12]=[CH:13][CH:14]=1)[CH:5]([CH3:7])[CH3:6])[CH3:3].CN[C:21]1[N:26]=[C:25]([CH2:27][CH2:28]O)[CH:24]=[CH:23][CH:22]=1.C1(P(C2C=CC=CC=2)C2C=CC=CC=2)C=CC=CC=1.[N:49]([C:56](OCC)=O)=NC(OCC)=O, predict the reaction product. The product is: [CH3:7][CH:5]([Si:4]([CH:16]([CH3:18])[CH3:17])([O:8][C:9]1[CH:10]=[C:11]([CH:12]=[CH:13][CH:14]=1)[O:15][CH2:28][CH2:27][C:25]1[N:26]=[C:21]([CH2:56][NH2:49])[CH:22]=[CH:23][CH:24]=1)[CH:2]([CH3:1])[CH3:3])[CH3:6]. (4) The product is: [CH3:21][S:22]([O:12][CH2:11][CH2:10][C:9]([C:4]1[CH:5]=[CH:6][C:7]([Cl:8])=[C:2]([Cl:1])[CH:3]=1)=[CH2:13])(=[O:24])=[O:23]. Given the reactants [Cl:1][C:2]1[CH:3]=[C:4]([C:9](=[CH2:13])[CH2:10][CH2:11][OH:12])[CH:5]=[CH:6][C:7]=1[Cl:8].C(N(CC)CC)C.[CH3:21][S:22](Cl)(=[O:24])=[O:23], predict the reaction product. (5) Given the reactants [CH3:1][N:2]1[C:6]([C:7]([N:9]2[CH2:14][CH2:13][CH:12]([N:15]3[CH2:19][CH2:18][CH2:17][CH2:16]3)[CH2:11][CH2:10]2)=[O:8])=[C:5]([C:20]#[C:21][Si](C)(C)C)[N:4]=[C:3]1[C:26]1[CH:31]=[CH:30][CH:29]=[C:28]([C:32]([F:35])([F:34])[F:33])[CH:27]=1.C(=O)([O-])[O-].[K+].[K+], predict the reaction product. The product is: [C:20]([C:5]1[N:4]=[C:3]([C:26]2[CH:31]=[CH:30][CH:29]=[C:28]([C:32]([F:35])([F:33])[F:34])[CH:27]=2)[N:2]([CH3:1])[C:6]=1[C:7]([N:9]1[CH2:10][CH2:11][CH:12]([N:15]2[CH2:19][CH2:18][CH2:17][CH2:16]2)[CH2:13][CH2:14]1)=[O:8])#[CH:21].